From a dataset of Forward reaction prediction with 1.9M reactions from USPTO patents (1976-2016). Predict the product of the given reaction. (1) Given the reactants [Br:1][C:2]1[C:3]([CH3:14])=[N:4][NH:5][C:6]=1[C:7]1[CH:12]=[CH:11][C:10]([F:13])=[CH:9][CH:8]=1.[CH:15]1([CH2:19]O)[CH2:18][CH2:17][CH2:16]1.C1(P(C2C=CC=CC=2)C2C=CC=CC=2)C=CC=CC=1.N(C(OC(C)C)=O)=NC(OC(C)C)=O, predict the reaction product. The product is: [Br:1][C:2]1[C:3]([CH3:14])=[N:4][N:5]([CH2:19][CH:15]2[CH2:18][CH2:17][CH2:16]2)[C:6]=1[C:7]1[CH:12]=[CH:11][C:10]([F:13])=[CH:9][CH:8]=1. (2) Given the reactants [Br:1][C:2]1[CH:14]=[CH:13][C:5]([O:6][CH2:7][C@:8]([CH3:12])([OH:11])[CH2:9][OH:10])=[CH:4][CH:3]=1.[C:15]1(C)[CH:20]=CC(S(O)(=O)=O)=C[CH:16]=1, predict the reaction product. The product is: [Br:1][C:2]1[CH:3]=[CH:4][C:5]([O:6][CH2:7][C@@:8]2([CH3:12])[CH2:9][O:10][C:15]([CH3:20])([CH3:16])[O:11]2)=[CH:13][CH:14]=1. (3) Given the reactants [NH:1]([C:3]1[N:8]=[CH:7][CH:6]=[CH:5][N:4]=1)[NH2:2].C(N(CC)CC)C.C[O:17][C:18](=O)[N:19]=[C:20](SC)[C:21]([C:35]1[CH:36]=[C:37]([O:45][CH3:46])[C:38]2[O:42][CH2:41][CH2:40][C:39]=2[C:43]=1[F:44])=[N:22][C:23]1[CH:28]=[CH:27][C:26]([C:29]2[N:33]=[C:32]([CH3:34])[O:31][N:30]=2)=[CH:25][CH:24]=1, predict the reaction product. The product is: [F:44][C:43]1[C:39]2[CH2:40][CH2:41][O:42][C:38]=2[C:37]([O:45][CH3:46])=[CH:36][C:35]=1[CH:21]([NH:22][C:23]1[CH:28]=[CH:27][C:26]([C:29]2[N:33]=[C:32]([CH3:34])[O:31][N:30]=2)=[CH:25][CH:24]=1)[C:20]1[NH:19][C:18](=[O:17])[N:1]([C:3]2[N:8]=[CH:7][CH:6]=[CH:5][N:4]=2)[N:2]=1. (4) Given the reactants [CH3:1][Si:2]([CH3:12])([CH3:11])[C:3]1[CH:10]=[CH:9][C:6]([CH:7]=O)=[CH:5][CH:4]=1.[Cl:13][C:14]1[CH:15]=[C:16]([CH2:21][CH2:22][NH2:23])[CH:17]=[CH:18][C:19]=1[Cl:20].[BH4-].[Na+].O, predict the reaction product. The product is: [Cl:13][C:14]1[CH:15]=[C:16]([CH2:21][CH2:22][NH:23][CH2:7][C:6]2[CH:9]=[CH:10][C:3]([Si:2]([CH3:12])([CH3:11])[CH3:1])=[CH:4][CH:5]=2)[CH:17]=[CH:18][C:19]=1[Cl:20]. (5) Given the reactants [F:1][C:2]([F:16])([F:15])[C:3]1[CH:10]=[CH:9][C:8]([C:11]([F:14])([F:13])[F:12])=[CH:7][C:4]=1[CH:5]=O.[NH2:17][C:18]1[CH:19]=[C:20]2[C:24]3=[C:25]([CH2:27][O:28][CH2:29][CH2:30][N:23]3[C@H:22]3[CH2:31][CH2:32][N:33](C(OC(C)(C)C)=O)[CH2:34][C@@H:21]23)[CH:26]=1, predict the reaction product. The product is: [F:1][C:2]([F:16])([F:15])[C:3]1[CH:10]=[CH:9][C:8]([C:11]([F:14])([F:13])[F:12])=[CH:7][C:4]=1[CH2:5][NH:17][C:18]1[CH:19]=[C:20]2[C:24]3=[C:25]([CH2:27][O:28][CH2:29][CH2:30][N:23]3[C@H:22]3[CH2:31][CH2:32][NH:33][CH2:34][C@@H:21]23)[CH:26]=1. (6) The product is: [CH3:8][N:9]1[CH2:14][CH2:13][N:12]([CH2:15][CH:16]2[CH2:21][CH2:20][NH:19][CH2:18][CH2:17]2)[C:11](=[O:29])[CH2:10]1. Given the reactants C(O)(C(F)(F)F)=O.[CH3:8][N:9]1[CH2:14][CH2:13][N:12]([CH2:15][CH:16]2[CH2:21][CH2:20][N:19](C(OC(C)(C)C)=O)[CH2:18][CH2:17]2)[C:11](=[O:29])[CH2:10]1, predict the reaction product. (7) Given the reactants [S-:1][C:2]#[N:3].[NH4+].[C:5](Cl)(=[O:12])[C:6]1[CH:11]=[CH:10][CH:9]=[CH:8][CH:7]=1.[NH2:14][C:15]1[CH:20]=[N:19][CH:18]=[CH:17][N:16]=1, predict the reaction product. The product is: [N:16]1[CH:17]=[CH:18][N:19]=[CH:20][C:15]=1[NH:14][C:2]([NH:3][C:5](=[O:12])[C:6]1[CH:11]=[CH:10][CH:9]=[CH:8][CH:7]=1)=[S:1]. (8) Given the reactants C([O-])([O-])=O.[K+].[K+].[CH3:7][C:8]1[CH:14]=[CH:13][CH:12]=[CH:11][C:9]=1[NH2:10].Br[CH2:16][C:17]1[CH:26]=[CH:25][C:24]2[C:19](=[CH:20][CH:21]=[CH:22][CH:23]=2)[C:18]=1[B:27]1[O:31][C:30]([CH3:33])([CH3:32])[C:29]([CH3:35])([CH3:34])[O:28]1.O, predict the reaction product. The product is: [CH3:7][C:8]1[CH:14]=[CH:13][CH:12]=[CH:11][C:9]=1[NH:10][CH2:16][C:17]1[CH:26]=[CH:25][C:24]2[C:19](=[CH:20][CH:21]=[CH:22][CH:23]=2)[C:18]=1[B:27]1[O:31][C:30]([CH3:33])([CH3:32])[C:29]([CH3:35])([CH3:34])[O:28]1.